This data is from Drug-target binding data from BindingDB using IC50 measurements. The task is: Regression. Given a target protein amino acid sequence and a drug SMILES string, predict the binding affinity score between them. We predict pIC50 (pIC50 = -log10(IC50 in M); higher means more potent). Dataset: bindingdb_ic50. The drug is O=C(O)c1cc2nc3cc(Cl)ccc3c(=O)n2[nH]1. The target protein (Q831P9) has sequence MRKIALFPGSFDPMTNGHLNLIERSAKLFDEVIIGVFINTSKQTLFTPEEKKYLIEEATKEMPNVRVIMQETQLTVESAKSLGANFLIRGIRNVKDYEYEKDIAKMNQHLAPEIETVFLLAEEPYAHVSSSLLKEVLRFGGDVSDYLPPNIYHALKQKKNDWS. The pIC50 is 3.7.